From a dataset of NCI-60 drug combinations with 297,098 pairs across 59 cell lines. Regression. Given two drug SMILES strings and cell line genomic features, predict the synergy score measuring deviation from expected non-interaction effect. (1) Drug 1: CCCS(=O)(=O)NC1=C(C(=C(C=C1)F)C(=O)C2=CNC3=C2C=C(C=N3)C4=CC=C(C=C4)Cl)F. Drug 2: CC(CN1CC(=O)NC(=O)C1)N2CC(=O)NC(=O)C2. Cell line: SK-MEL-5. Synergy scores: CSS=44.5, Synergy_ZIP=3.28, Synergy_Bliss=5.43, Synergy_Loewe=-4.60, Synergy_HSA=6.82. (2) Drug 1: C1C(C(OC1N2C=NC3=C(N=C(N=C32)Cl)N)CO)O. Drug 2: C1CCC(C(C1)N)N.C(=O)(C(=O)[O-])[O-].[Pt+4]. Cell line: UACC-257. Synergy scores: CSS=19.0, Synergy_ZIP=-4.74, Synergy_Bliss=-1.07, Synergy_Loewe=-2.92, Synergy_HSA=-0.494. (3) Drug 2: C1CN1C2=NC(=NC(=N2)N3CC3)N4CC4. Drug 1: CCN(CC)CCNC(=O)C1=C(NC(=C1C)C=C2C3=C(C=CC(=C3)F)NC2=O)C. Synergy scores: CSS=43.1, Synergy_ZIP=4.04, Synergy_Bliss=1.94, Synergy_Loewe=1.03, Synergy_HSA=2.86. Cell line: HCT-15. (4) Drug 1: CCCS(=O)(=O)NC1=C(C(=C(C=C1)F)C(=O)C2=CNC3=C2C=C(C=N3)C4=CC=C(C=C4)Cl)F. Drug 2: C1=NC2=C(N1)C(=S)N=C(N2)N. Cell line: UO-31. Synergy scores: CSS=33.9, Synergy_ZIP=-0.291, Synergy_Bliss=0.246, Synergy_Loewe=-2.19, Synergy_HSA=1.73. (5) Drug 1: CC1=C(C(=O)C2=C(C1=O)N3CC4C(C3(C2COC(=O)N)OC)N4)N. Drug 2: CC1CCCC2(C(O2)CC(NC(=O)CC(C(C(=O)C(C1O)C)(C)C)O)C(=CC3=CSC(=N3)C)C)C. Cell line: SN12C. Synergy scores: CSS=43.0, Synergy_ZIP=-6.18, Synergy_Bliss=-6.94, Synergy_Loewe=-3.03, Synergy_HSA=1.10. (6) Drug 1: C1C(C(OC1N2C=NC3=C(N=C(N=C32)Cl)N)CO)O. Drug 2: CCC1(C2=C(COC1=O)C(=O)N3CC4=CC5=C(C=CC(=C5CN(C)C)O)N=C4C3=C2)O.Cl. Cell line: NCI-H460. Synergy scores: CSS=62.6, Synergy_ZIP=-8.81, Synergy_Bliss=-12.0, Synergy_Loewe=-23.6, Synergy_HSA=-8.44. (7) Drug 1: C1CN(CCN1C(=O)CCBr)C(=O)CCBr. Drug 2: COC1=C2C(=CC3=C1OC=C3)C=CC(=O)O2. Cell line: RPMI-8226. Synergy scores: CSS=39.3, Synergy_ZIP=-1.37, Synergy_Bliss=-1.63, Synergy_Loewe=-2.40, Synergy_HSA=0.380.